Dataset: Forward reaction prediction with 1.9M reactions from USPTO patents (1976-2016). Task: Predict the product of the given reaction. (1) The product is: [NH2:1][C:2]1[C:7]([S:8]([N:15]([CH3:16])[CH3:14])(=[O:10])=[O:9])=[CH:6][C:5]([Br:12])=[CH:4][N:3]=1. Given the reactants [NH2:1][C:2]1[C:7]([S:8](Cl)(=[O:10])=[O:9])=[CH:6][C:5]([Br:12])=[CH:4][N:3]=1.Cl.[CH3:14][NH:15][CH3:16].CCN(C(C)C)C(C)C, predict the reaction product. (2) Given the reactants Br[C:2]1[CH:3]=[C:4]([CH2:8][CH2:9][O:10][Si:11]([C:14]([CH3:17])([CH3:16])[CH3:15])([CH3:13])[CH3:12])[CH:5]=[CH:6][CH:7]=1.C1COCC1.C([Li])CCC.C([O:31][B:32](OC(C)C)[O:33]C(C)C)(C)C, predict the reaction product. The product is: [C:14]([Si:11]([CH3:13])([CH3:12])[O:10][CH2:9][CH2:8][C:4]1[CH:3]=[C:2]([B:32]([OH:33])[OH:31])[CH:7]=[CH:6][CH:5]=1)([CH3:17])([CH3:16])[CH3:15]. (3) Given the reactants [NH:1]1[C:9]2[C:4](=[CH:5][C:6]([CH2:10][NH2:11])=[CH:7][CH:8]=2)[CH:3]=[CH:2]1.[CH2:12]([N:20]=[C:21]=[S:22])[CH2:13][C:14]1[CH:19]=[CH:18][CH:17]=[CH:16][CH:15]=1, predict the reaction product. The product is: [NH:1]1[C:9]2[C:4](=[CH:5][C:6]([CH2:10][NH:11][C:21]([NH:20][CH2:12][CH2:13][C:14]3[CH:19]=[CH:18][CH:17]=[CH:16][CH:15]=3)=[S:22])=[CH:7][CH:8]=2)[CH:3]=[CH:2]1. (4) Given the reactants NC1[N:6]([C:7]2[CH:12]=[CH:11][CH:10]=[C:9]([Cl:13])[CH:8]=2)[N:5]=[C:4]([CH2:14][CH2:15][O:16][Si:17]([C:30]([CH3:33])([CH3:32])[CH3:31])([C:24]2[CH:29]=[CH:28][CH:27]=[CH:26][CH:25]=2)[C:18]2[CH:23]=[CH:22][CH:21]=[CH:20][CH:19]=2)C=1C(OCC)=O.[Si](OCCC=O)(C(C)(C)C)(C1C=CC=CC=1)C1C=CC=CC=1.C1C(=O)N(Cl)C(=O)C1.C(OC(=O)CC#N)C.CC[O-].[Na+].N(Cl)Cl, predict the reaction product. The product is: [Si:17]([O:16][CH2:15][CH2:14]/[CH:4]=[N:5]/[NH:6][C:7]1[CH:12]=[CH:11][CH:10]=[C:9]([Cl:13])[CH:8]=1)([C:30]([CH3:33])([CH3:32])[CH3:31])([C:24]1[CH:25]=[CH:26][CH:27]=[CH:28][CH:29]=1)[C:18]1[CH:19]=[CH:20][CH:21]=[CH:22][CH:23]=1. (5) The product is: [Si:1]([O:8][CH2:9][C@@H:10]([NH:13][C:14]([C:16]1[N:17]=[C:18]([N:21]2[CH2:22][CH:23]([O:25][S:27]([CH3:26])(=[O:29])=[O:28])[CH2:24]2)[S:19][CH:20]=1)=[O:15])[CH2:11][CH3:12])([C:4]([CH3:5])([CH3:6])[CH3:7])([CH3:3])[CH3:2]. Given the reactants [Si:1]([O:8][CH2:9][C@@H:10]([NH:13][C:14]([C:16]1[N:17]=[C:18]([N:21]2[CH2:24][CH:23]([OH:25])[CH2:22]2)[S:19][CH:20]=1)=[O:15])[CH2:11][CH3:12])([C:4]([CH3:7])([CH3:6])[CH3:5])([CH3:3])[CH3:2].[CH3:26][S:27](Cl)(=[O:29])=[O:28].C(N(CC)CC)C, predict the reaction product. (6) Given the reactants ClC1N=CN=C(C(NC2C=CC(S(NCC(OC)=O)(=O)=O)=CC=2C)=O)C=1.C(NC(C)C)(C)C.C1(CNC2CCCCC2)CC1.[CH:45]1([N:51]([CH2:77][CH:78]2[CH2:80][CH2:79]2)[C:52]2[N:57]=[CH:56][N:55]=[C:54]([C:58]([NH:60][C:61]3[CH:66]=[CH:65][C:64]([S:67]([NH:70][CH2:71][C:72]([O:74]C)=[O:73])(=[O:69])=[O:68])=[CH:63][C:62]=3[CH3:76])=[O:59])[CH:53]=2)[CH2:50][CH2:49][CH2:48][CH2:47][CH2:46]1.C1(N(CC2CC2)C2N=CN=C(C(NC3C=CC(S(NCC(OCC)=O)(=O)=O)=CC=3C)=O)C=2)CCCCC1, predict the reaction product. The product is: [CH:45]1([N:51]([CH2:77][CH:78]2[CH2:79][CH2:80]2)[C:52]2[N:57]=[CH:56][N:55]=[C:54]([C:58]([NH:60][C:61]3[CH:66]=[CH:65][C:64]([S:67]([NH:70][CH2:71][C:72]([OH:74])=[O:73])(=[O:69])=[O:68])=[CH:63][C:62]=3[CH3:76])=[O:59])[CH:53]=2)[CH2:50][CH2:49][CH2:48][CH2:47][CH2:46]1. (7) Given the reactants [CH2:1]([S:3](=[NH:29])([C:5]1[C:6]([C:15]2[N:27]([CH3:28])[C:18]3=[N:19][CH:20]=[C:21]([C:23]([F:26])([F:25])[F:24])[CH:22]=[C:17]3[N:16]=2)=[N:7][CH:8]=[C:9]([C:11]([F:14])([F:13])[F:12])[CH:10]=1)=[O:4])[CH3:2].[CH3:30][S:31](Cl)(=[O:33])=[O:32], predict the reaction product. The product is: [CH2:1]([S:3]([C:5]1[C:6]([C:15]2[N:27]([CH3:28])[C:18]3=[N:19][CH:20]=[C:21]([C:23]([F:26])([F:25])[F:24])[CH:22]=[C:17]3[N:16]=2)=[N:7][CH:8]=[C:9]([C:11]([F:12])([F:13])[F:14])[CH:10]=1)(=[O:4])=[N:29][S:31]([CH3:30])(=[O:33])=[O:32])[CH3:2]. (8) Given the reactants [C:1]([O:5][C:6]([N:8]1[CH2:13][CH2:12][CH:11]([C:14](=[O:22])[C:15]2[CH:20]=[CH:19][C:18]([F:21])=[CH:17][CH:16]=2)[CH2:10][CH2:9]1)=[O:7])([CH3:4])([CH3:3])[CH3:2].CC(O)(C)C.C(O[K])(C)(C)C.C1C=CC(S(N(S(C2C=CC=CC=2)(=O)=O)[F:44])(=O)=O)=CC=1, predict the reaction product. The product is: [C:1]([O:5][C:6]([N:8]1[CH2:13][CH2:12][C:11]([F:44])([C:14](=[O:22])[C:15]2[CH:16]=[CH:17][C:18]([F:21])=[CH:19][CH:20]=2)[CH2:10][CH2:9]1)=[O:7])([CH3:4])([CH3:2])[CH3:3].